From a dataset of Reaction yield outcomes from USPTO patents with 853,638 reactions. Predict the reaction yield, written as a fraction of the theoretical maximum amount of product (1.0 means a 100% yield; for example, 0.34 means a 34% yield). (1) The reactants are CCN(CC)CC.C(OC([N:15]1[CH2:19][C:18]([F:21])([F:20])[C:17]([CH3:23])([CH3:22])[C@H:16]1[C:24]([OH:26])=O)=O)(C)(C)C.[F:27][C:28]([F:32])([F:31])[CH2:29][NH2:30].C(O)(=O)CC(CC(O)=O)(C(O)=O)O. The catalyst is C(OCC)(=O)C. The product is [F:27][C:28]([F:32])([F:31])[CH2:29][NH:30][C:24]([C@@H:16]1[C:17]([CH3:22])([CH3:23])[C:18]([F:20])([F:21])[CH2:19][NH:15]1)=[O:26]. The yield is 0.939. (2) The reactants are [CH3:1][C:2]1([CH3:23])[O:6][CH:5]([C:7]2[N:12]=[CH:11][C:10]([NH:13][C:14](=[O:22])OC3C=CC=CC=3)=[CH:9][CH:8]=2)[CH2:4][O:3]1.[Cl:24][C:25]1[CH:26]=[C:27]([N:31]2[C:35]([CH2:36][NH2:37])=[CH:34][C:33]([C:38]([F:41])([F:40])[F:39])=[N:32]2)[CH:28]=[CH:29][CH:30]=1. The catalyst is C(#N)C.CN(C)C1C=CN=CC=1. The product is [Cl:24][C:25]1[CH:26]=[C:27]([N:31]2[C:35]([CH2:36][NH:37][C:14]([NH:13][C:10]3[CH:11]=[N:12][C:7]([CH:5]4[CH2:4][O:3][C:2]([CH3:1])([CH3:23])[O:6]4)=[CH:8][CH:9]=3)=[O:22])=[CH:34][C:33]([C:38]([F:39])([F:40])[F:41])=[N:32]2)[CH:28]=[CH:29][CH:30]=1. The yield is 0.960. (3) The reactants are Br[C:2]1[CH:7]=[C:6]([C:8]2[C:9]([C:16]3[CH:21]=[CH:20][C:19]([F:22])=[CH:18][CH:17]=3)=[N:10][O:11][C:12]=2[CH2:13][O:14][CH3:15])[CH:5]=[CH:4][N:3]=1.[CH:23]1([NH2:29])[CH2:28][CH2:27][CH2:26][CH2:25][CH2:24]1.C1C=CC(P(C2C(C3C(P(C4C=CC=CC=4)C4C=CC=CC=4)=CC=C4C=3C=CC=C4)=C3C(C=CC=C3)=CC=2)C2C=CC=CC=2)=CC=1.CC([O-])(C)C.[Na+]. The catalyst is C1(C)C=CC=CC=1.C1C=CC(/C=C/C(/C=C/C2C=CC=CC=2)=O)=CC=1.C1C=CC(/C=C/C(/C=C/C2C=CC=CC=2)=O)=CC=1.C1C=CC(/C=C/C(/C=C/C2C=CC=CC=2)=O)=CC=1.[Pd].[Pd].O. The product is [CH:23]1([NH:29][C:2]2[CH:7]=[C:6]([C:8]3[C:9]([C:16]4[CH:21]=[CH:20][C:19]([F:22])=[CH:18][CH:17]=4)=[N:10][O:11][C:12]=3[CH2:13][O:14][CH3:15])[CH:5]=[CH:4][N:3]=2)[CH2:28][CH2:27][CH2:26][CH2:25][CH2:24]1. The yield is 0.440. (4) The reactants are [NH2:1][C:2]1[C:11]2[C:6](=[C:7](Br)[CH:8]=[CH:9][CH:10]=2)[N:5]=[N:4][C:3]=1[C:13]([NH:15][CH2:16][CH2:17][CH3:18])=[O:14].[CH3:19][O:20][C:21]1[CH:22]=[C:23](B(O)O)[CH:24]=[CH:25][C:26]=1[O:27][CH3:28]. No catalyst specified. The product is [NH2:1][C:2]1[C:11]2[C:6](=[C:7]([C:24]3[CH:23]=[CH:22][C:21]([O:20][CH3:19])=[C:26]([O:27][CH3:28])[CH:25]=3)[CH:8]=[CH:9][CH:10]=2)[N:5]=[N:4][C:3]=1[C:13]([NH:15][CH2:16][CH2:17][CH3:18])=[O:14]. The yield is 0.777.